This data is from Reaction yield outcomes from USPTO patents with 853,638 reactions. The task is: Predict the reaction yield, written as a fraction of the theoretical maximum amount of product (1.0 means a 100% yield; for example, 0.34 means a 34% yield). The reactants are Cl.Cl.[CH2:3]([N:10]1[CH2:15][CH2:14][C@H:13]([CH3:16])[C@H:12]([NH:17][CH3:18])[CH2:11]1)[C:4]1[CH:9]=[CH:8][CH:7]=[CH:6][CH:5]=1.[C:19]1([CH3:46])[CH:24]=[CH:23][C:22]([C:25]([C@@:27]([C:43]([OH:45])=[O:44])([OH:42])[C@@:28]([C:33]([C:35]2[CH:40]=[CH:39][C:38]([CH3:41])=[CH:37][CH:36]=2)=[O:34])([OH:32])[C:29]([OH:31])=[O:30])=[O:26])=[CH:21][CH:20]=1.[OH-].[Na+]. The catalyst is CO. The product is [C:19]1([CH3:46])[CH:24]=[CH:23][C:22]([C:25]([C@@:27]([C:43]([OH:45])=[O:44])([OH:42])[C@@:28]([C:33]([C:35]2[CH:36]=[CH:37][C:38]([CH3:41])=[CH:39][CH:40]=2)=[O:34])([OH:32])[C:29]([OH:31])=[O:30])=[O:26])=[CH:21][CH:20]=1.[CH2:3]([N:10]1[CH2:15][CH2:14][C@@H:13]([CH3:16])[C@@H:12]([NH:17][CH3:18])[CH2:11]1)[C:4]1[CH:5]=[CH:6][CH:7]=[CH:8][CH:9]=1. The yield is 0.421.